Task: Predict which catalyst facilitates the given reaction.. Dataset: Catalyst prediction with 721,799 reactions and 888 catalyst types from USPTO (1) Reactant: Br[C:2]1[CH:3]=[C:4]2[C:8](=[CH:9][CH:10]=1)[N:7]([CH2:11][C:12]([F:15])([F:14])[F:13])[C:6]([C:16]([N:18]1[CH2:23][CH2:22][O:21][CH2:20][CH2:19]1)=[O:17])=[CH:5]2.C1(P([C:47]2[CH:52]=CC=CC=2)CCCP(C2C=CC=CC=2)C2C=CC=CC=2)C=CC=CC=1.C(N(CC)CC)C.[CH2:60]([OH:62])C.CS(C)=[O:65]. Product: [CH2:52]([O:65][C:60]([C:2]1[CH:3]=[C:4]2[C:8](=[CH:9][CH:10]=1)[N:7]([CH2:11][C:12]([F:13])([F:14])[F:15])[C:6]([C:16]([N:18]1[CH2:19][CH2:20][O:21][CH2:22][CH2:23]1)=[O:17])=[CH:5]2)=[O:62])[CH3:47]. The catalyst class is: 167. (2) Reactant: FC(F)(F)S([O-])(=O)=O.[C:9]1([C@H:15]2[C@@H:19]([NH3+:20])[CH2:18][CH2:17][O:16]2)[CH:14]=[CH:13][CH:12]=[CH:11][CH:10]=1.[OH-].[Na+]. Product: [C:9]1([C@H:15]2[C@@H:19]([NH2:20])[CH2:18][CH2:17][O:16]2)[CH:10]=[CH:11][CH:12]=[CH:13][CH:14]=1. The catalyst class is: 4. (3) Reactant: [Cl:1][C:2]1[CH:7]=[C:6]([Cl:8])[CH:5]=[CH:4][C:3]=1[NH:9][C:10]1[C:15]2[N:16]=[CH:17][N:18]([CH3:19])[C:14]=2[C:13]([C:20]([O:22]CC)=[O:21])=[CH:12][N:11]=1.[OH-].[Na+]. Product: [ClH:1].[Cl:1][C:2]1[CH:7]=[C:6]([Cl:8])[CH:5]=[CH:4][C:3]=1[NH:9][C:10]1[C:15]2[N:16]=[CH:17][N:18]([CH3:19])[C:14]=2[C:13]([C:20]([OH:22])=[O:21])=[CH:12][N:11]=1. The catalyst class is: 5. (4) Reactant: [C:1]([N:5]1[C:9]2[NH:10][C:11](=[O:14])[CH:12]=[CH:13][C:8]=2[C:7]([CH:15]2[CH2:18][CH2:17][CH2:16]2)=[N:6]1)([CH3:4])([CH3:3])[CH3:2].[Br:19]Br. Product: [Br:19][C:12]1[C:11](=[O:14])[NH:10][C:9]2[N:5]([C:1]([CH3:4])([CH3:2])[CH3:3])[N:6]=[C:7]([CH:15]3[CH2:18][CH2:17][CH2:16]3)[C:8]=2[CH:13]=1. The catalyst class is: 52. (5) Reactant: [CH3:1][O:2][C:3]1[CH:8]=[CH:7][C:6]([C@@H:9]([NH:11][C@@H:12]2[C:21]3[N:20]=[CH:19][CH:18]=[CH:17][C:16]=3[CH2:15][CH2:14][C@@H:13]2[CH2:22][CH2:23][CH2:24]O)[CH3:10])=[CH:5][CH:4]=1.C(N(CC)C(C)C)(C)C.CS(Cl)(=O)=O. Product: [CH3:1][O:2][C:3]1[CH:4]=[CH:5][C:6]([C@@H:9]([N:11]2[C@H:12]3[C@H:13]([CH2:14][CH2:15][C:16]4[C:21]3=[N:20][CH:19]=[CH:18][CH:17]=4)[CH2:22][CH2:23][CH2:24]2)[CH3:10])=[CH:7][CH:8]=1. The catalyst class is: 119. (6) Reactant: Cl[CH2:2][CH2:3][O:4][C:5]1[CH:10]=[CH:9][C:8]([C:11]([C:20]2[CH:25]=[CH:24][C:23]([OH:26])=[CH:22][CH:21]=2)=[C:12]([C:15]2[CH:19]=[CH:18][S:17][CH:16]=2)[CH2:13][CH3:14])=[CH:7][CH:6]=1.[CH3:27][NH2:28]. Product: [CH3:27][NH:28][CH2:2][CH2:3][O:4][C:5]1[CH:10]=[CH:9][C:8]([C:11]([C:20]2[CH:25]=[CH:24][C:23]([OH:26])=[CH:22][CH:21]=2)=[C:12]([C:15]2[CH:19]=[CH:18][S:17][CH:16]=2)[CH2:13][CH3:14])=[CH:7][CH:6]=1. The catalyst class is: 5.